From a dataset of Full USPTO retrosynthesis dataset with 1.9M reactions from patents (1976-2016). Predict the reactants needed to synthesize the given product. Given the product [F:19][C:20]1[CH:21]=[C:22]([NH2:27])[CH:23]=[CH:24][C:25]=1[O:26][C:2]1[CH:7]=[N:6][C:5]([S:8]([CH2:11][CH3:12])(=[O:10])=[O:9])=[CH:4][CH:3]=1, predict the reactants needed to synthesize it. The reactants are: Cl[C:2]1[CH:3]=[CH:4][C:5]([S:8]([CH2:11][CH3:12])(=[O:10])=[O:9])=[N:6][CH:7]=1.C(=O)([O-])[O-].[Cs+].[Cs+].[F:19][C:20]1[CH:21]=[C:22]([NH:27]C(=O)OC(C)(C)C)[CH:23]=[CH:24][C:25]=1[OH:26].